Dataset: Full USPTO retrosynthesis dataset with 1.9M reactions from patents (1976-2016). Task: Predict the reactants needed to synthesize the given product. (1) Given the product [S:7]1[CH2:16][CH2:15][CH2:14][CH2:13][CH:8]1[C:9]([O:11][CH3:12])=[O:10], predict the reactants needed to synthesize it. The reactants are: C[O-].[K+].C([S:7][CH:8]([CH2:13][CH2:14][CH2:15][CH2:16]Br)[C:9]([O:11][CH3:12])=[O:10])(=O)C. (2) The reactants are: [CH3:1][N:2]([CH3:11])[C:3]1[CH:8]=[CH:7][CH:6]=[C:5]([CH2:9][CH3:10])[CH:4]=1.[ClH:12].[N:13]([O-])=O.[Na+].NC1C=CC=CC=1. Given the product [ClH:12].[ClH:12].[CH3:1][N:2]([CH3:11])[C:3]1[CH:8]=[CH:7][C:6]([NH2:13])=[C:5]([CH2:9][CH3:10])[CH:4]=1, predict the reactants needed to synthesize it.